Dataset: Full USPTO retrosynthesis dataset with 1.9M reactions from patents (1976-2016). Task: Predict the reactants needed to synthesize the given product. Given the product [CH3:1][C:2]1([CH3:15])[O:14][C:6]2=[C:7]([CH3:13])[N:8]=[CH:9][C:10]([CH2:11][NH:12][CH2:21][C:20]3[CH:19]=[C:18]([CH:25]=[CH:24][CH:23]=3)[C:16]#[N:17])=[C:5]2[CH2:4][O:3]1, predict the reactants needed to synthesize it. The reactants are: [CH3:1][C:2]1([CH3:15])[O:14][C:6]2=[C:7]([CH3:13])[N:8]=[CH:9][C:10]([CH2:11][NH2:12])=[C:5]2[CH2:4][O:3]1.[C:16]([C:18]1[CH:19]=[C:20]([CH:23]=[CH:24][CH:25]=1)[CH:21]=O)#[N:17].